From a dataset of Reaction yield outcomes from USPTO patents with 853,638 reactions. Predict the reaction yield, written as a fraction of the theoretical maximum amount of product (1.0 means a 100% yield; for example, 0.34 means a 34% yield). (1) The reactants are [NH2:1][CH:2]([CH:10]([O:17][C:18]([CH3:21])([CH3:20])[CH3:19])[C:11]1[CH:16]=[CH:15][CH:14]=[CH:13][CH:12]=1)[C:3]([O:5][C:6]([CH3:9])([CH3:8])[CH3:7])=[O:4].CCN(C(C)C)C(C)C.[Br:31][C:32]1[CH:33]=[N:34][C:35]([C:38]2[CH:43]=[CH:42][C:41]([CH2:44][C@H:45]([NH:53][C:54]([C:56]3[S:57][C:58]([C:61]([CH3:64])([CH3:63])[CH3:62])=[CH:59][CH:60]=3)=[O:55])[C:46](OC(C)(C)C)=[O:47])=[CH:40][CH:39]=2)=[N:36][CH:37]=1.CN(C(ON1N=NC2C=CC=NC1=2)=[N+](C)C)C.F[P-](F)(F)(F)(F)F. The catalyst is CN(C=O)C.C([O-])(O)=O.[Na+]. The product is [Br:31][C:32]1[CH:37]=[N:36][C:35]([C:38]2[CH:39]=[CH:40][C:41]([CH2:44][C@H:45]([NH:53][C:54]([C:56]3[S:57][C:58]([C:61]([CH3:64])([CH3:63])[CH3:62])=[CH:59][CH:60]=3)=[O:55])[C:46]([NH:1][CH:2]([CH:10]([O:17][C:18]([CH3:21])([CH3:20])[CH3:19])[C:11]3[CH:12]=[CH:13][CH:14]=[CH:15][CH:16]=3)[C:3]([O:5][C:6]([CH3:9])([CH3:8])[CH3:7])=[O:4])=[O:47])=[CH:42][CH:43]=2)=[N:34][CH:33]=1. The yield is 0.670. (2) The reactants are [OH:1][C:2]1[CH:3]=[C:4]([CH:8]=[CH:9][C:10]=1[I:11])[C:5]([OH:7])=O.C(Cl)(=O)C(Cl)=O.[NH:18]1[CH2:23][CH2:22][O:21][CH2:20][CH2:19]1.Cl. The catalyst is C(Cl)Cl.CN(C=O)C.C(OCC)(=O)C.O. The product is [OH:1][C:2]1[CH:3]=[C:4]([C:5]([N:18]2[CH2:23][CH2:22][O:21][CH2:20][CH2:19]2)=[O:7])[CH:8]=[CH:9][C:10]=1[I:11]. The yield is 0.780. (3) The reactants are Br[C:2]1[CH:3]=[C:4]2[C:9](=[CH:10][CH:11]=1)[NH:8][C:7](=[O:12])[CH2:6][CH2:5]2.[F:13][C:14]([F:25])([F:24])[C:15]1[CH:20]=[CH:19][C:18](B(O)O)=[CH:17][CH:16]=1.C(=O)(O)[O-].[Na+].O. The catalyst is CN(C)C=O.C(OCC)(=O)C.C1C=CC([P]([Pd]([P](C2C=CC=CC=2)(C2C=CC=CC=2)C2C=CC=CC=2)([P](C2C=CC=CC=2)(C2C=CC=CC=2)C2C=CC=CC=2)[P](C2C=CC=CC=2)(C2C=CC=CC=2)C2C=CC=CC=2)(C2C=CC=CC=2)C2C=CC=CC=2)=CC=1.CO. The product is [F:13][C:14]([F:25])([F:24])[C:15]1[CH:20]=[CH:19][C:18]([C:2]2[CH:3]=[C:4]3[C:9](=[CH:10][CH:11]=2)[NH:8][C:7](=[O:12])[CH2:6][CH2:5]3)=[CH:17][CH:16]=1. The yield is 0.750. (4) The reactants are [C:14]1(P([C:14]2[CH:19]=[CH:18][CH:17]=[CH:16][CH:15]=2)[C:14]2[CH:19]=[CH:18][CH:17]=[CH:16][CH:15]=2)[CH:19]=[CH:18][CH:17]=[CH:16][CH:15]=1.[CH:20]1(C(O)C)CCCC[CH2:21]1.CCOC(/N=N/C(OCC)=O)=O.O1CCCCC1[N:47]1[C:55]2[C:50](=[CH:51][C:52]([C:56]3[N:60]=[CH:59][N:58](C(C4C=CC=CC=4)(C4C=CC=CC=4)C4C=CC=CC=4)[N:57]=3)=[CH:53][CH:54]=2)[C:49]([C:80]2[CH:81]=[C:82]([OH:86])[CH:83]=[CH:84][CH:85]=2)=[N:48]1.Cl. The catalyst is O1CCCC1. The product is [NH:57]1[C:56]([C:52]2[CH:51]=[C:50]3[C:55](=[CH:54][CH:53]=2)[NH:47][N:48]=[C:49]3[C:80]2[CH:85]=[CH:84][CH:83]=[C:82]([O:86][CH2:20][CH2:21][CH:14]3[CH2:15][CH2:16][CH2:17][CH2:18][CH2:19]3)[CH:81]=2)=[N:60][CH:59]=[N:58]1. The yield is 0.520. (5) The reactants are [CH3:1][N:2]([CH3:20])[CH2:3][CH2:4][CH2:5][O:6][C:7]1[CH:12]=[CH:11][C:10]([NH2:13])=[CH:9][C:8]=1[C:14]1[N:15]([CH3:19])[N:16]=[CH:17][CH:18]=1.[Cl:21][C:22]1[CH:23]=[C:24]([N:28]=[C:29]=[O:30])[CH:25]=[CH:26][CH:27]=1. The catalyst is C(Cl)Cl. The product is [Cl:21][C:22]1[CH:23]=[C:24]([NH:28][C:29]([NH:13][C:10]2[CH:11]=[CH:12][C:7]([O:6][CH2:5][CH2:4][CH2:3][N:2]([CH3:1])[CH3:20])=[C:8]([C:14]3[N:15]([CH3:19])[N:16]=[CH:17][CH:18]=3)[CH:9]=2)=[O:30])[CH:25]=[CH:26][CH:27]=1. The yield is 0.420. (6) The reactants are C([O:8][C:9]1[CH:14]=[CH:13][C:12]([C:15]2([OH:31])[CH2:20][CH2:19][N:18](C(OCC3C=CC=CC=3)=O)[CH2:17][CH2:16]2)=[CH:11][CH:10]=1)C1C=CC=CC=1. The catalyst is [Pd].CO. The product is [OH:8][C:9]1[CH:14]=[CH:13][C:12]([C:15]2([OH:31])[CH2:16][CH2:17][NH:18][CH2:19][CH2:20]2)=[CH:11][CH:10]=1. The yield is 0.666. (7) The reactants are [CH3:1][C:2]1[CH:7]=[CH:6][CH:5]=[C:4]([O:8][CH2:9][C:10]2[CH:15]=[CH:14][C:13](/[CH:16]=[CH:17]/[N+:18]([O-:20])=[O:19])=[CH:12][CH:11]=2)[N:3]=1.C(O)(=O)C.[BH4-].[Na+].O. The catalyst is CS(C)=O. The product is [CH3:1][C:2]1[CH:7]=[CH:6][CH:5]=[C:4]([O:8][CH2:9][C:10]2[CH:15]=[CH:14][C:13]([CH2:16][CH2:17][N+:18]([O-:20])=[O:19])=[CH:12][CH:11]=2)[N:3]=1. The yield is 0.560. (8) The reactants are [CH3:1][O:2][C:3](=[O:16])[C:4]1[CH:9]=[CH:8][C:7]([CH:10]([NH2:15])[CH2:11][C:12]([OH:14])=[O:13])=[CH:6][CH:5]=1.[O:17](C(OC(C)(C)C)=O)[C:18]([O:20][C:21]([CH3:24])([CH3:23])[CH3:22])=O. The catalyst is CC(C)=O. The product is [CH3:1][O:2][C:3](=[O:16])[C:4]1[CH:5]=[CH:6][C:7]([CH:10]([NH:15][C:18]([O:20][C:21]([CH3:24])([CH3:23])[CH3:22])=[O:17])[CH2:11][C:12]([OH:14])=[O:13])=[CH:8][CH:9]=1. The yield is 0.880.